From a dataset of Catalyst prediction with 721,799 reactions and 888 catalyst types from USPTO. Predict which catalyst facilitates the given reaction. (1) Reactant: Cl.[CH3:2][O:3][C:4](=[O:15])[C@H:5]([CH2:7][C:8]1[CH:13]=[CH:12][C:11]([OH:14])=[CH:10][CH:9]=1)[NH2:6].[C:16]([O:20][C:21](=O)[O:22]C(C)(C)C)([CH3:19])([CH3:18])[CH3:17].C(N(CC)CC)C. Product: [CH3:2][O:3][C:4](=[O:15])[C@H:5]([CH2:7][C:8]1[CH:9]=[CH:10][C:11]([OH:14])=[CH:12][CH:13]=1)[NH:6][C:21]([O:20][C:16]([CH3:19])([CH3:18])[CH3:17])=[O:22]. The catalyst class is: 11. (2) Reactant: [CH3:1][O:2][C:3](=[O:12])[C:4]1[CH:9]=[CH:8][CH:7]=[C:6]([CH:10]=O)[CH:5]=1.CO.Cl.[NH2:16][OH:17]. Product: [CH3:1][O:2][C:3](=[O:12])[C:4]1[CH:9]=[CH:8][CH:7]=[C:6]([CH:10]=[N:16][OH:17])[CH:5]=1. The catalyst class is: 6. (3) Reactant: [C:1]([C:5]1[CH:9]=[C:8]([NH:10][C:11]([NH:13][C:14]2[C:23]3[C:18](=[CH:19][CH:20]=[CH:21][CH:22]=3)[C:17]([O:24][C:25]3[CH:30]=[CH:29][N:28]=[C:27](Cl)[N:26]=3)=[CH:16][CH:15]=2)=[O:12])[N:7]([C:32]2[CH:37]=[CH:36][CH:35]=[C:34]([CH2:38][P:39]([CH2:43][CH3:44])([CH2:41][CH3:42])=[O:40])[CH:33]=2)[N:6]=1)([CH3:4])([CH3:3])[CH3:2].Cl.[CH3:46][C:47]1[CH:48]=[C:49]([NH2:56])[CH:50]=[C:51]2[C:55]=1[NH:54][N:53]=[CH:52]2. Product: [C:1]([C:5]1[CH:9]=[C:8]([NH:10][C:11]([NH:13][C:14]2[C:23]3[C:18](=[CH:19][CH:20]=[CH:21][CH:22]=3)[C:17]([O:24][C:25]3[CH:30]=[CH:29][N:28]=[C:27]([NH:56][C:49]4[CH:50]=[C:51]5[C:55](=[C:47]([CH3:46])[CH:48]=4)[NH:54][N:53]=[CH:52]5)[N:26]=3)=[CH:16][CH:15]=2)=[O:12])[N:7]([C:32]2[CH:37]=[CH:36][CH:35]=[C:34]([CH2:38][P:39]([CH2:43][CH3:44])([CH2:41][CH3:42])=[O:40])[CH:33]=2)[N:6]=1)([CH3:4])([CH3:3])[CH3:2]. The catalyst class is: 118.